Dataset: NCI-60 drug combinations with 297,098 pairs across 59 cell lines. Task: Regression. Given two drug SMILES strings and cell line genomic features, predict the synergy score measuring deviation from expected non-interaction effect. (1) Drug 1: CCC1(CC2CC(C3=C(CCN(C2)C1)C4=CC=CC=C4N3)(C5=C(C=C6C(=C5)C78CCN9C7C(C=CC9)(C(C(C8N6C)(C(=O)OC)O)OC(=O)C)CC)OC)C(=O)OC)O.OS(=O)(=O)O. Drug 2: CS(=O)(=O)OCCCCOS(=O)(=O)C. Cell line: IGROV1. Synergy scores: CSS=-0.520, Synergy_ZIP=-0.190, Synergy_Bliss=-1.20, Synergy_Loewe=-3.23, Synergy_HSA=-3.20. (2) Cell line: 786-0. Drug 1: CC1C(C(CC(O1)OC2CC(CC3=C2C(=C4C(=C3O)C(=O)C5=C(C4=O)C(=CC=C5)OC)O)(C(=O)CO)O)N)O.Cl. Synergy scores: CSS=37.3, Synergy_ZIP=1.82, Synergy_Bliss=1.98, Synergy_Loewe=-9.23, Synergy_HSA=3.06. Drug 2: C1=CC(=CC=C1CCC2=CNC3=C2C(=O)NC(=N3)N)C(=O)NC(CCC(=O)O)C(=O)O. (3) Drug 2: COC1=NC(=NC2=C1N=CN2C3C(C(C(O3)CO)O)O)N. Drug 1: C(=O)(N)NO. Cell line: SNB-75. Synergy scores: CSS=-1.17, Synergy_ZIP=-0.176, Synergy_Bliss=-2.31, Synergy_Loewe=-1.10, Synergy_HSA=-3.05. (4) Drug 1: CN(CC1=CN=C2C(=N1)C(=NC(=N2)N)N)C3=CC=C(C=C3)C(=O)NC(CCC(=O)O)C(=O)O. Drug 2: C(CC(=O)O)C(=O)CN.Cl. Cell line: MOLT-4. Synergy scores: CSS=78.4, Synergy_ZIP=10.2, Synergy_Bliss=10.2, Synergy_Loewe=-6.26, Synergy_HSA=10.1. (5) Drug 1: CN1CCC(CC1)COC2=C(C=C3C(=C2)N=CN=C3NC4=C(C=C(C=C4)Br)F)OC. Drug 2: C1C(C(OC1N2C=C(C(=O)NC2=O)F)CO)O. Cell line: HCT-15. Synergy scores: CSS=52.2, Synergy_ZIP=1.02, Synergy_Bliss=1.67, Synergy_Loewe=-8.85, Synergy_HSA=4.02.